From a dataset of Full USPTO retrosynthesis dataset with 1.9M reactions from patents (1976-2016). Predict the reactants needed to synthesize the given product. (1) Given the product [F:31][C:26]1[CH:27]=[CH:28][CH:29]=[CH:30][C:25]=1[CH2:24][CH2:23][C:22]([NH:21][CH:18]1[CH2:17][CH2:16][N:15]([C:12]2[CH:11]=[CH:10][C:9]([OH:8])=[CH:14][N:13]=2)[CH2:20][CH2:19]1)=[O:32], predict the reactants needed to synthesize it. The reactants are: C([O:8][C:9]1[CH:10]=[CH:11][C:12]([N:15]2[CH2:20][CH2:19][CH:18]([NH:21][C:22](=[O:32])[CH2:23][CH2:24][C:25]3[CH:30]=[CH:29][CH:28]=[CH:27][C:26]=3[F:31])[CH2:17][CH2:16]2)=[N:13][CH:14]=1)C1C=CC=CC=1. (2) Given the product [F:30][C:29]([F:32])([F:31])[C:33]([OH:35])=[O:34].[Cl:27][C:17]1[C:16]2[C:21](=[CH:22][C:13]([S:10]([NH:9][CH2:8][C:7]([OH:28])=[O:6])(=[O:11])=[O:12])=[CH:14][CH:15]=2)[C:20]([NH:23][C:24]([NH2:26])=[NH:25])=[N:19][CH:18]=1, predict the reactants needed to synthesize it. The reactants are: Cl.C([O:6][C:7](=[O:28])[CH2:8][NH:9][S:10]([C:13]1[CH:22]=[C:21]2[C:16]([C:17]([Cl:27])=[CH:18][N:19]=[C:20]2[NH:23][C:24]([NH2:26])=[NH:25])=[CH:15][CH:14]=1)(=[O:12])=[O:11])(C)(C)C.[C:29]([C:33]([OH:35])=[O:34])([F:32])([F:31])[F:30]. (3) Given the product [C:1]([O:5][C:6]([N:8]1[CH2:13][CH2:12][CH:11]([CH:14]([C:29]([O:31][CH2:32][CH3:33])=[O:30])[N:15]2[CH2:20][CH:19]=[C:18]([B:37]3[O:38][C:39]([CH3:41])([CH3:40])[C:35]([CH3:51])([CH3:34])[O:36]3)[CH2:17][CH2:16]2)[CH2:10][CH2:9]1)=[O:7])([CH3:4])([CH3:3])[CH3:2], predict the reactants needed to synthesize it. The reactants are: [C:1]([O:5][C:6]([N:8]1[CH2:13][CH2:12][CH:11]([CH:14]([C:29]([O:31][CH2:32][CH3:33])=[O:30])[N:15]2[CH2:20][CH:19]=[C:18](OS(C(F)(F)F)(=O)=O)[CH2:17][CH2:16]2)[CH2:10][CH2:9]1)=[O:7])([CH3:4])([CH3:3])[CH3:2].[CH3:34][C:35]1([CH3:51])[C:39]([CH3:41])([CH3:40])[O:38][B:37]([B:37]2[O:38][C:39]([CH3:41])([CH3:40])[C:35]([CH3:51])([CH3:34])[O:36]2)[O:36]1.C([O-])(=O)C.[K+]. (4) Given the product [CH2:1]([N:8]1[CH2:13][CH2:12][CH:11]([O:14][C:16]2[CH:21]=[CH:20][N:19]=[CH:18][CH:17]=2)[CH2:10][CH2:9]1)[C:2]1[CH:3]=[CH:4][CH:5]=[CH:6][CH:7]=1, predict the reactants needed to synthesize it. The reactants are: [CH2:1]([N:8]1[CH2:13][CH2:12][CH:11]([OH:14])[CH2:10][CH2:9]1)[C:2]1[CH:7]=[CH:6][CH:5]=[CH:4][CH:3]=1.Cl[C:16]1[CH:21]=[CH:20][N:19]=[CH:18][CH:17]=1. (5) The reactants are: Br[C:2]1[N:3]=[CH:4][C:5]([F:32])=[C:6]2[C:10]([C:11](=[O:31])[C:12]([N:14]3[CH2:19][CH2:18][N:17]([C:20]4[N:24]([C:25]5[CH:30]=[CH:29][CH:28]=[CH:27][CH:26]=5)[N:23]=[N:22][N:21]=4)[CH2:16][CH2:15]3)=[O:13])=[CH:9][NH:8][C:7]=12.C([Sn](CCCC)(CCCC)[C:38]([O:40]CC)=[CH2:39])CCC. Given the product [C:38]([C:2]1[N:3]=[CH:4][C:5]([F:32])=[C:6]2[C:10]([C:11](=[O:31])[C:12]([N:14]3[CH2:19][CH2:18][N:17]([C:20]4[N:24]([C:25]5[CH:30]=[CH:29][CH:28]=[CH:27][CH:26]=5)[N:23]=[N:22][N:21]=4)[CH2:16][CH2:15]3)=[O:13])=[CH:9][NH:8][C:7]=12)(=[O:40])[CH3:39], predict the reactants needed to synthesize it. (6) Given the product [CH3:1][O:2][C:3]1[CH:8]=[C:7]([O:9][CH3:10])[N:6]=[C:5]([N:11]2[C:20](=[O:21])[C:19]3[C:14](=[CH:15][C:16]([C:22]([NH:26][CH2:27][CH:28]4[CH2:33][CH2:32][NH:31][CH2:30][CH2:29]4)=[O:23])=[CH:17][CH:18]=3)[NH:13][C:12]2=[S:25])[N:4]=1, predict the reactants needed to synthesize it. The reactants are: [CH3:1][O:2][C:3]1[CH:8]=[C:7]([O:9][CH3:10])[N:6]=[C:5]([N:11]2[C:20](=[O:21])[C:19]3[C:14](=[CH:15][C:16]([C:22](O)=[O:23])=[CH:17][CH:18]=3)[NH:13][C:12]2=[S:25])[N:4]=1.[NH2:26][CH2:27][CH:28]1[CH2:33][CH2:32][N:31](C(OC(C)(C)C)=O)[CH2:30][CH2:29]1.C(Cl)CCl. (7) Given the product [C:1]([NH:4][C:5]1[N:10]=[C:9]([C:11]2[CH:12]=[CH:13][C:14]([Cl:33])=[C:15]([CH:32]=2)[C:16]([NH:18][C:19]2[N:23]([C:24]3[CH:25]=[CH:26][CH:27]=[CH:28][CH:29]=3)[N:22]=[C:21]([C:30]([NH2:31])=[O:35])[CH:20]=2)=[O:17])[CH:8]=[CH:7][CH:6]=1)(=[O:3])[CH3:2], predict the reactants needed to synthesize it. The reactants are: [C:1]([NH:4][C:5]1[N:10]=[C:9]([C:11]2[CH:12]=[CH:13][C:14]([Cl:33])=[C:15]([CH:32]=2)[C:16]([NH:18][C:19]2[N:23]([C:24]3[CH:29]=[CH:28][CH:27]=[CH:26][CH:25]=3)[N:22]=[C:21]([C:30]#[N:31])[CH:20]=2)=[O:17])[CH:8]=[CH:7][CH:6]=1)(=[O:3])[CH3:2].C(=O)([O-])[O-:35].[K+].[K+].OO.Cl.